Dataset: M1 muscarinic receptor agonist screen with 61,833 compounds. Task: Binary Classification. Given a drug SMILES string, predict its activity (active/inactive) in a high-throughput screening assay against a specified biological target. (1) The drug is Clc1cc(C2NC(=O)N(C(=C2C(OCCOCC)=O)C)C)cc(OCC)c1O. The result is 0 (inactive). (2) The compound is s1c(N2CCCCC2)nc2c1cc1OCOc1c2. The result is 0 (inactive). (3) The compound is Clc1ccc(n2c(SCC(=O)N3CCOCC3)nnc2c2ccncc2)cc1. The result is 0 (inactive).